This data is from Full USPTO retrosynthesis dataset with 1.9M reactions from patents (1976-2016). The task is: Predict the reactants needed to synthesize the given product. (1) Given the product [OH:39][CH2:38][CH2:37][N:36]([CH2:35][CH2:34][CH2:33][S:31]([CH2:30][CH2:29][CH2:28][C:27]([F:44])([F:26])[C:40]([F:41])([F:42])[F:43])=[O:32])[CH2:2][CH2:3][CH2:4][CH2:5][CH2:6][CH2:7][C:8]1[C:14]2[CH:15]=[CH:16][C:17]([OH:19])=[CH:18][C:13]=2[CH2:12][CH2:11][CH2:10][C:9]=1[C:20]1[CH:25]=[CH:24][CH:23]=[CH:22][CH:21]=1, predict the reactants needed to synthesize it. The reactants are: Br[CH2:2][CH2:3][CH2:4][CH2:5][CH2:6][CH2:7][C:8]1[C:14]2[CH:15]=[CH:16][C:17]([OH:19])=[CH:18][C:13]=2[CH2:12][CH2:11][CH2:10][C:9]=1[C:20]1[CH:25]=[CH:24][CH:23]=[CH:22][CH:21]=1.[F:26][C:27]([F:44])([C:40]([F:43])([F:42])[F:41])[CH2:28][CH2:29][CH2:30][S:31]([CH2:33][CH2:34][CH2:35][NH:36][CH2:37][CH2:38][OH:39])=[O:32]. (2) The reactants are: [C:1]1(C2C=CC=CC=2)[CH:6]=[CH:5][CH:4]=[CH:3][C:2]=1[N:7]1[C:16](=[O:17])[C:15]2[C:10](=[CH:11][CH:12]=[CH:13][C:14]=2[Cl:18])[N:9]=[C:8]1[CH2:19]Cl.[N:27]1[C:35]([NH2:36])=[C:34]2[C:30]([N:31]=[CH:32][NH:33]2)=[N:29][CH:28]=1.[C:37]([O-])([O-])=[O:38].[K+].[K+]. Given the product [NH2:36][C:35]1[N:27]=[CH:28][N:29]=[C:30]2[C:34]=1[N:33]=[CH:32][N:31]2[CH2:19][C:8]1[N:7]([C:2]2[CH:3]=[CH:4][CH:5]=[CH:6][C:1]=2[O:38][CH3:37])[C:16](=[O:17])[C:15]2[C:10](=[CH:11][CH:12]=[CH:13][C:14]=2[Cl:18])[N:9]=1, predict the reactants needed to synthesize it.